This data is from Full USPTO retrosynthesis dataset with 1.9M reactions from patents (1976-2016). The task is: Predict the reactants needed to synthesize the given product. (1) Given the product [Br:1][C:2]1[CH:3]=[CH:4][C:5]([C:8]([N:13]([O:14][CH3:15])[CH3:12])=[O:10])=[N:6][CH:7]=1, predict the reactants needed to synthesize it. The reactants are: [Br:1][C:2]1[CH:3]=[CH:4][C:5]([C:8]([OH:10])=O)=[N:6][CH:7]=1.Cl.[CH3:12][NH:13][O:14][CH3:15].CCN=C=NCCCN(C)C.O. (2) Given the product [Cl:1][C:2]1[CH:3]=[CH:4][C:5]([C:8]([O:10][CH3:16])=[O:9])=[N:6][CH:7]=1, predict the reactants needed to synthesize it. The reactants are: [Cl:1][C:2]1[CH:3]=[CH:4][C:5]([C:8]([OH:10])=[O:9])=[N:6][CH:7]=1.S(Cl)(Cl)=O.Cl[CH2:16]Cl.